Predict the product of the given reaction. From a dataset of Forward reaction prediction with 1.9M reactions from USPTO patents (1976-2016). Given the reactants Cl[C:2]1[CH:3]=[CH:4][C:5]2[C:10](=[O:11])[N:9]([C:12]3[CH:17]=[CH:16][C:15]([O:18][CH2:19][C:20]([F:23])([F:22])[F:21])=[CH:14][CH:13]=3)[C:8](=[S:24])[NH:7][C:6]=2[N:25]=1.[CH3:26][O:27][C:28]1[CH:35]=[CH:34][C:31]([CH2:32][NH2:33])=[CH:30][CH:29]=1.C(=O)([O-])[O-].[K+].[K+].[Cl-].[NH4+], predict the reaction product. The product is: [CH3:26][O:27][C:28]1[CH:35]=[CH:34][C:31]([CH2:32][NH:33][C:2]2[CH:3]=[CH:4][C:5]3[C:10](=[O:11])[N:9]([C:12]4[CH:17]=[CH:16][C:15]([O:18][CH2:19][C:20]([F:23])([F:22])[F:21])=[CH:14][CH:13]=4)[C:8](=[S:24])[NH:7][C:6]=3[N:25]=2)=[CH:30][CH:29]=1.